From a dataset of Oral bioavailability binary classification data from Ma et al.. Regression/Classification. Given a drug SMILES string, predict its absorption, distribution, metabolism, or excretion properties. Task type varies by dataset: regression for continuous measurements (e.g., permeability, clearance, half-life) or binary classification for categorical outcomes (e.g., BBB penetration, CYP inhibition). Dataset: bioavailability_ma. (1) The result is 1 (high bioavailability). The drug is COc1cc(OC)c(C(=O)CCCN2CCCC2)c(OC)c1. (2) The drug is Cc1ccc(C)c(OCCCC(C)(C)C(=O)O)c1. The result is 1 (high bioavailability). (3) The molecule is CC[C@@H](C(N)=O)N1CCCC1=O. The result is 1 (high bioavailability). (4) The molecule is CC(C)(C)NC(=O)[C@H]1CC[C@H]2[C@@H]3CC[C@H]4NC(=O)C=C[C@]4(C)[C@H]3CC[C@]12C. The result is 1 (high bioavailability). (5) The compound is C=CCN1C[C@H](C(=O)N(CCCN(C)C)C(=O)NCC)C[C@@H]2c3cccc4[nH]cc(c34)C[C@H]21. The result is 1 (high bioavailability). (6) The compound is NS(=O)(=O)c1cc(C(=O)O)c(NCc2ccco2)cc1Cl. The result is 1 (high bioavailability). (7) The compound is O=C(c1ccc(OCCN2CCCCC2)cc1)c1c(-c2ccc(O)cc2)sc2cc(O)ccc12. The result is 0 (low bioavailability).